Dataset: Full USPTO retrosynthesis dataset with 1.9M reactions from patents (1976-2016). Task: Predict the reactants needed to synthesize the given product. (1) Given the product [ClH:10].[CH:21]1([C:16]2[CH:17]=[C:18]3[C:13](=[CH:14][CH:15]=2)[N:12]=[C:11]([N:7]2[CH2:8][CH2:9][N:4]([CH:1]([CH3:3])[CH3:2])[CH2:5][CH2:6]2)[CH:20]=[CH:19]3)[CH2:22][CH2:23][CH2:24][CH2:25][CH2:26]1, predict the reactants needed to synthesize it. The reactants are: [CH:1]([N:4]1[CH2:9][CH2:8][NH:7][CH2:6][CH2:5]1)([CH3:3])[CH3:2].[Cl:10][C:11]1[CH:20]=[CH:19][C:18]2[C:13](=[CH:14][CH:15]=[C:16]([CH:21]3[CH2:26][CH2:25][CH2:24][CH2:23][CH2:22]3)[CH:17]=2)[N:12]=1. (2) Given the product [Br-:10].[CH2:11]([N+:3]1[C:2]([Cl:1])=[C:6]([Cl:7])[N:5]([C:28]2[C:29]3[C:24](=[CH:23][CH:22]=[CH:21][CH:20]=3)[CH:25]=[CH:26][C:27]=2[CH2:30][CH3:31])[CH:4]=1)[CH2:12][CH2:13][CH3:14], predict the reactants needed to synthesize it. The reactants are: [Cl:1][C:2]1[N:3]=[CH:4][NH:5][C:6]=1[Cl:7].[OH-].[K+].[Br:10][CH2:11][CH2:12][CH2:13][CH3:14].[K+].[Br-].BrCC[C:20]1[C:29]2[C:24](=[CH:25][CH:26]=[CH:27][CH:28]=2)[CH:23]=[CH:22][CH:21]=1.[C:30](#N)[CH3:31]. (3) The reactants are: Br[C:2]1[S:6][C:5]([C:7]2[CH:8]=[CH:9][C:10]3[CH2:17][CH:16]4[C:18]5([CH2:22][N:21]([CH2:23][C:24]([F:27])([F:26])[F:25])[S:20](=[O:29])(=[O:28])[NH:19]5)[CH:13]([CH2:14][CH2:15]4)[CH2:12][C:11]=3[CH:30]=2)=[N:4][CH:3]=1.[N:31]1[CH:36]=[CH:35][CH:34]=[CH:33][C:32]=1B(O)O. Given the product [N:31]1[CH:36]=[CH:35][CH:34]=[CH:33][C:32]=1[C:2]1[S:6][C:5]([C:7]2[CH:8]=[CH:9][C:10]3[CH2:17][CH:16]4[C:18]5([CH2:22][N:21]([CH2:23][C:24]([F:25])([F:26])[F:27])[S:20](=[O:29])(=[O:28])[NH:19]5)[CH:13]([CH2:14][CH2:15]4)[CH2:12][C:11]=3[CH:30]=2)=[N:4][CH:3]=1, predict the reactants needed to synthesize it. (4) Given the product [F:1][C:2]([F:19])([F:18])[S:3]([O:6][C:7]1[CH:16]=[CH:15][C:14]2[C:9](=[CH:10][CH:11]=[CH:12][C:13]=2[I:24])[CH:8]=1)(=[O:5])=[O:4], predict the reactants needed to synthesize it. The reactants are: [F:1][C:2]([F:19])([F:18])[S:3]([O:6][C:7]1[CH:16]=[CH:15][C:14]2[C:9](=[CH:10][CH:11]=[CH:12][C:13]=2N)[CH:8]=1)(=[O:5])=[O:4].N([O-])=O.[Na+].[I-:24].[K+]. (5) Given the product [Cl:1][C:2]1[CH:18]=[CH:17][C:5]([CH2:6][N:7]2[C:12]([NH:23][C:22]3[CH:24]=[CH:25][C:26]([O:27][CH:28]([CH3:29])[CH3:30])=[C:20]([F:19])[CH:21]=3)=[N:11][C:10](=[O:15])[NH:9][C:8]2=[O:16])=[CH:4][CH:3]=1, predict the reactants needed to synthesize it. The reactants are: [Cl:1][C:2]1[CH:18]=[CH:17][C:5]([CH2:6][N:7]2[C:12](SC)=[N:11][C:10](=[O:15])[NH:9][C:8]2=[O:16])=[CH:4][CH:3]=1.[F:19][C:20]1[CH:21]=[C:22]([CH:24]=[CH:25][C:26]=1[O:27][CH:28]([CH3:30])[CH3:29])[NH2:23].C(O)(C)(C)C.C(=O)(O)[O-].[Na+].